The task is: Predict the reaction yield, written as a fraction of the theoretical maximum amount of product (1.0 means a 100% yield; for example, 0.34 means a 34% yield).. This data is from Reaction yield outcomes from USPTO patents with 853,638 reactions. (1) The reactants are [P:1]([O-:47])([O-:46])([O:3][C:4](C(C)(C)C)(C(C)(C)C)[N:5]1[CH:10]=[CH:9][C:8]([NH:11][C:12](=[O:36])[C:13]2[CH:18]=[CH:17][C:16]([C:19]([F:25])([F:24])[C:20]([F:23])([F:22])[F:21])=[CH:15][C:14]=2[O:26][C:27]2[CH:32]=[CH:31][C:30]([F:33])=[CH:29][C:28]=2[O:34][CH3:35])=[CH:7][C:6]1=[O:37])=[O:2]. The catalyst is CC#N.O.CC(O)=O. The product is [P:1]([OH:46])([OH:47])([O:3][CH2:4][N:5]1[CH:10]=[CH:9][C:8]([NH:11][C:12](=[O:36])[C:13]2[CH:18]=[CH:17][C:16]([C:19]([F:24])([F:25])[C:20]([F:22])([F:23])[F:21])=[CH:15][C:14]=2[O:26][C:27]2[CH:32]=[CH:31][C:30]([F:33])=[CH:29][C:28]=2[O:34][CH3:35])=[CH:7][C:6]1=[O:37])=[O:2]. The yield is 0.439. (2) The reactants are [CH2:1]([O:8][C:9]1[C:13]([O:14][CH2:15][C:16]2[CH:21]=[CH:20][CH:19]=[CH:18][CH:17]=2)=[C:12]([C:22](=[O:26])[N:23]([CH3:25])[CH3:24])[N:11]([C:27]2[CH:32]=[CH:31][C:30]([O:33][CH3:34])=[CH:29][CH:28]=2)[C:10]=1C([O-])=O)[C:2]1[CH:7]=[CH:6][CH:5]=[CH:4][CH:3]=1.C([NH+](CC)CC)C. The catalyst is C(O)(=O)C. The product is [CH2:15]([O:14][C:13]1[C:9]([O:8][CH2:1][C:2]2[CH:7]=[CH:6][CH:5]=[CH:4][CH:3]=2)=[CH:10][N:11]([C:27]2[CH:32]=[CH:31][C:30]([O:33][CH3:34])=[CH:29][CH:28]=2)[C:12]=1[C:22]([N:23]([CH3:24])[CH3:25])=[O:26])[C:16]1[CH:21]=[CH:20][CH:19]=[CH:18][CH:17]=1. The yield is 1.00. (3) The reactants are C([N:8]1[CH2:13][CH2:12][C@@H:11]([CH:14]2[CH2:16][CH2:15]2)[C@H:10]([NH:17][C:18](=[O:24])[O:19][C:20]([CH3:23])([CH3:22])[CH3:21])[CH2:9]1)C1C=CC=CC=1.[H][H]. The catalyst is CO.[Pd]. The product is [C:20]([O:19][C:18](=[O:24])[NH:17][C@H:10]1[C@H:11]([CH:14]2[CH2:15][CH2:16]2)[CH2:12][CH2:13][NH:8][CH2:9]1)([CH3:23])([CH3:21])[CH3:22]. The yield is 1.00. (4) The reactants are Cl[C:2]1[N:3]=[C:4]([N:19]2[CH2:24][CH2:23][N:22]([C:25]([O:27][C:28]([CH3:31])([CH3:30])[CH3:29])=[O:26])[CH2:21][CH2:20]2)[C:5]2[N:11]=[C:10]([C:12]3[CH:17]=[CH:16][C:15]([F:18])=[CH:14][CH:13]=3)[CH:9]=[CH:8][C:6]=2[N:7]=1.[NH:32]1[CH2:36][CH2:35][CH2:34][CH2:33]1. The catalyst is O1CCOCC1. The product is [F:18][C:15]1[CH:16]=[CH:17][C:12]([C:10]2[CH:9]=[CH:8][C:6]3[N:7]=[C:2]([N:32]4[CH2:36][CH2:35][CH2:34][CH2:33]4)[N:3]=[C:4]([N:19]4[CH2:24][CH2:23][N:22]([C:25]([O:27][C:28]([CH3:31])([CH3:30])[CH3:29])=[O:26])[CH2:21][CH2:20]4)[C:5]=3[N:11]=2)=[CH:13][CH:14]=1. The yield is 0.970. (5) The reactants are [CH3:1][N:2]1[CH2:7][CH2:6][C:5](=[O:8])[CH2:4][CH2:3]1.[F:9][C:10]1[CH:17]=[CH:16][CH:15]=[C:14]([F:18])[C:11]=1[CH:12]=O.[OH-].[Na+]. The catalyst is [Cl-].C([N+](C)(C)C)CCCCCCCCCCCCCCC.[Cl-].[Na+].O. The product is [F:9][C:10]1[CH:17]=[CH:16][CH:15]=[C:14]([F:18])[C:11]=1[CH:12]=[C:4]1[C:5](=[O:8])[C:6](=[CH:12][C:11]2[C:10]([F:9])=[CH:17][CH:16]=[CH:15][C:14]=2[F:18])[CH2:7][N:2]([CH3:1])[CH2:3]1. The yield is 0.940. (6) The reactants are [NH2:1][C:2]1[CH:3]=[CH:4][C:5]([Cl:19])=[C:6]2[C:10]=1[N:9]([CH2:11][O:12][CH3:13])[C:8]([C:14]([O:16][CH2:17][CH3:18])=[O:15])=[CH:7]2.[S:20]1[CH:24]=[CH:23][CH:22]=[C:21]1[S:25](Cl)(=[O:27])=[O:26]. The catalyst is N1C=CC=CC=1. The product is [Cl:19][C:5]1[CH:4]=[CH:3][C:2]([NH:1][S:25]([C:21]2[S:20][CH:24]=[CH:23][CH:22]=2)(=[O:27])=[O:26])=[C:10]2[C:6]=1[CH:7]=[C:8]([C:14]([O:16][CH2:17][CH3:18])=[O:15])[N:9]2[CH2:11][O:12][CH3:13]. The yield is 0.830. (7) The reactants are [CH:1](=O)[CH2:2][CH3:3].[CH:5](=[O:9])[CH:6]([CH3:8])[CH3:7].N1CCC[C@H]1C(O)=[O:13]. The catalyst is CN(C)C=O.C(OCC)C. The product is [OH:9][C@@H:5]([CH:2]([CH3:3])[CH3:1])[C@H:6]([CH3:8])[CH:7]=[O:13]. The yield is 0.820.